From a dataset of Blood-brain barrier permeability classification from the B3DB database. Regression/Classification. Given a drug SMILES string, predict its absorption, distribution, metabolism, or excretion properties. Task type varies by dataset: regression for continuous measurements (e.g., permeability, clearance, half-life) or binary classification for categorical outcomes (e.g., BBB penetration, CYP inhibition). Dataset: b3db_classification. (1) The molecule is O=CN(O)CCCP(=O)(O)O. The result is 0 (does not penetrate BBB). (2) The molecule is CN1CCN2c3ncccc3Cc3ccccc3[C@@H]2C1. The result is 1 (penetrates BBB). (3) The drug is CN1C(C(=O)Nc2ccccn2)=C(OC(=O)C(C)(C)C)c2ccccc2S1(=O)=O. The result is 0 (does not penetrate BBB). (4) The drug is CN1CCN(CCCN2c3ccccc3Sc3ccc(Cl)cc32)CC1. The result is 1 (penetrates BBB). (5) The molecule is CC(O)Cn1cnc2c1c(=O)n(C)c(=O)n2C. The result is 1 (penetrates BBB). (6) The compound is CN1CCN2c3cc(F)ccc3C(c3cccs3)=NC[C@H]2C1. The result is 1 (penetrates BBB).